From a dataset of Full USPTO retrosynthesis dataset with 1.9M reactions from patents (1976-2016). Predict the reactants needed to synthesize the given product. (1) Given the product [C:5]([C:4]1[CH:7]=[C:8]([S:11][CH3:12])[C:9]2[O:10][C:14]([C:16]3[CH:25]=[CH:24][C:19]([C:20]([O:22][CH3:23])=[O:21])=[CH:18][CH:17]=3)=[N:1][C:2]=2[CH:3]=1)#[N:6], predict the reactants needed to synthesize it. The reactants are: [NH2:1][C:2]1[CH:3]=[C:4]([CH:7]=[C:8]([S:11][CH3:12])[C:9]=1[OH:10])[C:5]#[N:6].Cl[C:14]([C:16]1[CH:25]=[CH:24][C:19]([C:20]([O:22][CH3:23])=[O:21])=[CH:18][CH:17]=1)=O.BrC1C2OC(C3C=CC(C([O-])=O)=CC=3)=NC=2C=C(C#N)C=1. (2) Given the product [ClH:15].[NH2:2][CH2:1][C:3]1[CH:4]=[C:5]([CH:10]=[CH:11][C:12]=1[O:13][CH3:14])[C:6]([O:8][CH3:9])=[O:7], predict the reactants needed to synthesize it. The reactants are: [C:1]([C:3]1[CH:4]=[C:5]([CH:10]=[CH:11][C:12]=1[O:13][CH3:14])[C:6]([O:8][CH3:9])=[O:7])#[N:2].[ClH:15].NCC1C=C(C=C(OC)C=1)C(OC)=O. (3) Given the product [CH2:1]([CH:8]1[C:20]2[C:21]3[N:12]([CH2:13][CH:14]([C:31]([O:33][C:34]([CH3:37])([CH3:36])[CH3:35])=[O:32])[NH:15][C:16]=3[CH:17]=[CH:18][CH:19]=2)[CH2:11][CH2:10][NH:9]1)[C:2]1[CH:7]=[CH:6][CH:5]=[CH:4][CH:3]=1, predict the reactants needed to synthesize it. The reactants are: [CH2:1]([CH:8]1[C:20]2[C:21]3[N:12]([CH2:13][CH2:14][NH:15][C:16]=3[CH:17]=[CH:18][CH:19]=2)[CH2:11][CH2:10][NH:9]1)[C:2]1[CH:7]=[CH:6][CH:5]=[CH:4][CH:3]=1.C(N(CC)C(C)C)(C)C.[C:31](O[C:31]([O:33][C:34]([CH3:37])([CH3:36])[CH3:35])=[O:32])([O:33][C:34]([CH3:37])([CH3:36])[CH3:35])=[O:32].C(O)(=O)CC(CC(O)=O)(C(O)=O)O. (4) Given the product [CH3:15][O:16][C:17]1[CH:18]=[C:19]([CH3:28])[C:20]2[C:24]([CH:25]=1)=[CH:23][NH:22][CH:21]=2, predict the reactants needed to synthesize it. The reactants are: COC1C=C2C(OC(=O)C2=C(C)C=1)=O.[CH3:15][O:16][C:17]1[CH:25]=[C:24]2[C:20]([C:21](=O)[NH:22][C:23]2=O)=[C:19]([CH3:28])[CH:18]=1. (5) Given the product [CH3:14][N:15]1[CH2:20][CH2:19][N:18]([C:11]2[N:13]=[CH:7][C:4]([N+:1]([O-:3])=[O:2])=[CH:5][N:12]=2)[CH2:17][CH2:16]1, predict the reactants needed to synthesize it. The reactants are: [N+:1]([CH:4]([CH:7]=O)[CH:5]=O)([O-:3])=[O:2].CS[C:11](=[NH:13])[NH2:12].[CH3:14][N:15]1[CH2:20][CH2:19][NH:18][CH2:17][CH2:16]1. (6) Given the product [Br:1][C:2]1[CH:3]=[C:4]([N+:13]([O-:15])=[O:14])[C:5]([OH:12])=[C:6]([S:8]([Cl:11])(=[O:9])=[O:10])[CH:7]=1, predict the reactants needed to synthesize it. The reactants are: [Br:1][C:2]1[CH:3]=[CH:4][C:5]([OH:12])=[C:6]([S:8]([Cl:11])(=[O:10])=[O:9])[CH:7]=1.[N+:13]([O-])([OH:15])=[O:14].S(=O)(=O)(O)O. (7) Given the product [CH3:18][O:17][C:15]([C:5]1[N:19]=[C:20]2[NH:24][CH:23]=[CH:22][N:21]2[C:7](=[O:9])[C:6]=1[OH:11])=[O:16], predict the reactants needed to synthesize it. The reactants are: C(O/[C:5](/[C:15]([O:17][CH3:18])=[O:16])=[C:6](/[O:11]C(=O)C)\[C:7]([O:9]C)=O)(=O)C.[NH2:19][C:20]1[NH:21][CH:22]=[CH:23][N:24]=1.C1(C)C=CC(S(O)(=O)=O)=CC=1.C(OCC)(=O)C.